This data is from Reaction yield outcomes from USPTO patents with 853,638 reactions. The task is: Predict the reaction yield, written as a fraction of the theoretical maximum amount of product (1.0 means a 100% yield; for example, 0.34 means a 34% yield). (1) The reactants are [CH:1]1([CH2:7][C:8]2[N:13]([CH3:14])[C:12](=[O:15])[C:11]([C:16]3[CH:21]=[CH:20][C:19]([OH:22])=[C:18]([F:23])[CH:17]=3)=[CH:10][N:9]=2)[CH2:6][CH2:5][CH2:4][CH2:3][CH2:2]1.Cl[C:25]1[CH:30]=[CH:29][N:28]=[C:27]2[N:31]([CH2:35][C:36]3[CH:41]=[CH:40][C:39]([O:42][CH3:43])=[CH:38][CH:37]=3)[N:32]=[C:33]([I:34])[C:26]=12. The catalyst is CN(C1C=CN=CC=1)C.BrC1C=CC=CC=1. The product is [CH:1]1([CH2:7][C:8]2[N:13]([CH3:14])[C:12](=[O:15])[C:11]([C:16]3[CH:21]=[CH:20][C:19]([O:22][C:25]4[CH:30]=[CH:29][N:28]=[C:27]5[N:31]([CH2:35][C:36]6[CH:41]=[CH:40][C:39]([O:42][CH3:43])=[CH:38][CH:37]=6)[N:32]=[C:33]([I:34])[C:26]=45)=[C:18]([F:23])[CH:17]=3)=[CH:10][N:9]=2)[CH2:6][CH2:5][CH2:4][CH2:3][CH2:2]1. The yield is 0.860. (2) The reactants are [NH:1]1[CH:5]=[N:4][CH:3]=[N:2]1.[H-].[Na+].[C:8]([O:11][C@H:12]1[CH2:17][CH2:16][C@:15]([CH3:35])([C@H:18]2[CH2:26][CH2:25][C@@:24]3([CH3:27])[C@@H:20]([CH2:21][CH2:22][C:23]3=[CH2:28])[C@@H:19]2[CH2:29]OS(C)(=O)=O)[C@@H:14]([CH2:36][O:37][Si:38]([C:41]([CH3:44])([CH3:43])[CH3:42])([CH3:40])[CH3:39])[CH2:13]1)(=[O:10])[CH3:9].C([O-])(O)=O.[Na+]. The catalyst is CN(C=O)C.CCOCC. The product is [C:8]([O:11][C@H:12]1[CH2:17][CH2:16][C@@:15]([C@H:18]2[CH2:26][CH2:25][C@@:24]3([CH3:27])[C@@H:20]([CH2:21][CH2:22][C:23]3=[CH2:28])[C@@H:19]2[CH2:29][N:1]2[CH:5]=[N:4][CH:3]=[N:2]2)([CH3:35])[C@@H:14]([CH2:36][O:37][Si:38]([C:41]([CH3:42])([CH3:44])[CH3:43])([CH3:40])[CH3:39])[CH2:13]1)(=[O:10])[CH3:9]. The yield is 0.890. (3) The reactants are [CH3:1][C:2]1[N:3]([CH2:31][C:32]2[CH:41]=[CH:40][CH:39]=[CH:38][C:33]=2[C:34]([O:36]C)=[O:35])[C:4](=[O:30])[C:5]([CH2:11][C:12]2[CH:17]=[CH:16][C:15]([C:18]3[CH:23]=[CH:22][CH:21]=[CH:20][C:19]=3[C:24]3[NH:28][C:27](=[O:29])[O:26][N:25]=3)=[CH:14][CH:13]=2)=[C:6]([CH2:8][CH2:9][CH3:10])[N:7]=1.[OH-].[Na+].CO.Cl. The catalyst is O. The product is [CH3:1][C:2]1[N:3]([CH2:31][C:32]2[CH:41]=[CH:40][CH:39]=[CH:38][C:33]=2[C:34]([OH:36])=[O:35])[C:4](=[O:30])[C:5]([CH2:11][C:12]2[CH:13]=[CH:14][C:15]([C:18]3[CH:23]=[CH:22][CH:21]=[CH:20][C:19]=3[C:24]3[NH:28][C:27](=[O:29])[O:26][N:25]=3)=[CH:16][CH:17]=2)=[C:6]([CH2:8][CH2:9][CH3:10])[N:7]=1. The yield is 0.800. (4) The reactants are C[C@@H]1O[C@@H](OC2C(=O)[C:24]3[C:23](O)=[CH:22]C(O)=C[C:25]=3[O:28]C=2[C:22]2[CH:23]=[CH:24][C:25]([OH:28])=CC=2)[C@H](O)[C@H](OC(C)=O)[C@H]1OC(C)=O.[CH3:38][C@@H:39]1O[C@@H](OC2C(=O)C3C(=CC(O)=CC=3O)OC=2C2C=CC(O)=CC=2)[C@H](OC(C)=O)[C@H:41]([O:70]C(C)=O)[C@H:40]1OC(C)=O.[CH2:78]([O:85][C@@H:86]1[C@H:98]([OH:99])[C@@H:97]([OH:100])[C@H:96]([CH3:101])[O:95][C@H:87]1SC1C=CC=CC=1)[C:79]1[CH:84]=[CH:83][CH:82]=[CH:81][CH:80]=1.C(OC(=O)CCC)(=O)CCC.[Br:113]Br. The catalyst is CN(C1C=CN=CC=1)C.CCN(CC)CC. The product is [C:41]([O:99][C@@H:98]1[C@@H:97]([O:100][C:25](=[O:28])[CH2:24][CH2:23][CH3:22])[C@H:96]([CH3:101])[O:95][C@@H:87]([Br:113])[C@@H:86]1[O:85][CH2:78][C:79]1[CH:80]=[CH:81][CH:82]=[CH:83][CH:84]=1)(=[O:70])[CH2:40][CH2:39][CH3:38]. The yield is 0.960. (5) The reactants are CO[CH:3]1[CH2:7]CC[CH2:4]1.Br[C:9]1[CH:14]=[CH:13][C:12]([Br:15])=[CH:11][CH:10]=1.C([Mg]Cl)(C)C.O1CCCC1.C([Li])CCC.CCCCCC.C(Br)C=C.[Cl-].[NH4+]. The catalyst is C(OCC)C. The product is [CH2:7]([C:9]1[CH:14]=[CH:13][C:12]([Br:15])=[CH:11][CH:10]=1)[CH:3]=[CH2:4]. The yield is 1.03. (6) The reactants are [Cl:1][C:2]1[CH:3]=[C:4]([C:8]2O[C:10](=[O:18])[C:11]3[CH:17]=[CH:16][CH:15]=[CH:14][C:12]=3[N:13]=2)[CH:5]=[CH:6][CH:7]=1.[CH2:19]([NH2:27])[CH2:20][C:21]1[CH:26]=[CH:25][CH:24]=[CH:23][CH:22]=1. No catalyst specified. The product is [Cl:1][C:2]1[CH:3]=[C:4]([C:8]2[N:27]([CH2:19][CH2:20][C:21]3[CH:26]=[CH:25][CH:24]=[CH:23][CH:22]=3)[C:10](=[O:18])[C:11]3[C:12](=[CH:14][CH:15]=[CH:16][CH:17]=3)[N:13]=2)[CH:5]=[CH:6][CH:7]=1. The yield is 0.800.